This data is from Forward reaction prediction with 1.9M reactions from USPTO patents (1976-2016). The task is: Predict the product of the given reaction. (1) Given the reactants Cl[C:2]1[CH:3]=[CH:4][C:5]2[N:6]([C:8]([C:11]3[CH:16]=[CH:15][N:14]=[CH:13][CH:12]=3)=[CH:9][N:10]=2)[N:7]=1.[N:17]1[CH:22]=[CH:21][CH:20]=[C:19]([CH2:23][NH2:24])[CH:18]=1, predict the reaction product. The product is: [N:14]1[CH:15]=[CH:16][C:11]([C:8]2[N:6]3[N:7]=[C:2]([NH:24][CH2:23][C:19]4[CH:18]=[N:17][CH:22]=[CH:21][CH:20]=4)[CH:3]=[CH:4][C:5]3=[N:10][CH:9]=2)=[CH:12][CH:13]=1. (2) Given the reactants [C:1]1(C)[CH:6]=[CH:5][CH:4]=[CH:3][C:2]=1[C:7]1[N:11]([CH:12]2[CH2:17][CH2:16][CH2:15][CH2:14][O:13]2)[N:10]=[C:9]([NH2:18])[CH:8]=1.[O:20]1[CH2:25][CH2:24][CH2:23][CH2:22][CH:21]1[N:26]1[C:30]([C:31]2[CH:36]=[CH:35][C:34]([CH3:37])=[CH:33][CH:32]=2)=[CH:29][C:28]([C:38]([OH:40])=O)=[N:27]1.[I-].Cl[C:43]1C=CC=C[N+]=1C.CCN(C(C)C)C(C)C, predict the reaction product. The product is: [O:20]1[CH2:25][CH2:24][CH2:23][CH2:22][CH:21]1[N:26]1[C:30]([C:31]2[CH:36]=[CH:35][C:34]([CH3:37])=[CH:33][CH:32]=2)=[CH:29][C:28]([C:38]([NH:18][C:9]2[CH:8]=[C:7]([C:2]3[CH:1]=[CH:6][C:5]([CH3:43])=[CH:4][CH:3]=3)[N:11]([CH:12]3[CH2:17][CH2:16][CH2:15][CH2:14][O:13]3)[N:10]=2)=[O:40])=[N:27]1.